Dataset: Peptide-MHC class II binding affinity with 134,281 pairs from IEDB. Task: Regression. Given a peptide amino acid sequence and an MHC pseudo amino acid sequence, predict their binding affinity value. This is MHC class II binding data. (1) The binding affinity (normalized) is 0.142. The peptide sequence is CFNCGKEGHLARNCRAPR. The MHC is DRB1_0401 with pseudo-sequence DRB1_0401. (2) The peptide sequence is SMEYNCPNLSPREEP. The MHC is DRB3_0301 with pseudo-sequence DRB3_0301. The binding affinity (normalized) is 0.710. (3) The peptide sequence is RCLVKEIPPRLLYAK. The MHC is DRB1_0401 with pseudo-sequence DRB1_0401. The binding affinity (normalized) is 0.314.